Regression. Given a peptide amino acid sequence and an MHC pseudo amino acid sequence, predict their binding affinity value. This is MHC class II binding data. From a dataset of Peptide-MHC class II binding affinity with 134,281 pairs from IEDB. (1) The peptide sequence is GSDEKNLALSIKYNK. The MHC is DRB1_1001 with pseudo-sequence DRB1_1001. The binding affinity (normalized) is 0.538. (2) The peptide sequence is PNTDGIHIGDSSKVT. The MHC is HLA-DQA10102-DQB10602 with pseudo-sequence HLA-DQA10102-DQB10602. The binding affinity (normalized) is 0.260. (3) The peptide sequence is KSSKPLVGPFNFRFM. The MHC is HLA-DPA10201-DPB10101 with pseudo-sequence HLA-DPA10201-DPB10101. The binding affinity (normalized) is 0.477. (4) The peptide sequence is AFWVAATAANAAPAN. The MHC is DRB1_0401 with pseudo-sequence DRB1_0401. The binding affinity (normalized) is 0.851. (5) The peptide sequence is EGKIILVAVHVASGYIE. The MHC is HLA-DQA10104-DQB10503 with pseudo-sequence HLA-DQA10104-DQB10503. The binding affinity (normalized) is 0.390. (6) The peptide sequence is VKGDPVGILYAVFKA. The MHC is DRB3_0202 with pseudo-sequence DRB3_0202. The binding affinity (normalized) is 0.168. (7) The peptide sequence is DAPYMVGDVITSGDI. The MHC is DRB1_0701 with pseudo-sequence DRB1_0701. The binding affinity (normalized) is 0.266. (8) The peptide sequence is GELQIVDKIDAAFEI. The MHC is DRB1_0101 with pseudo-sequence DRB1_0101. The binding affinity (normalized) is 0.462. (9) The peptide sequence is MGQFISFMQEIPTFL. The MHC is DRB1_0404 with pseudo-sequence DRB1_0404. The binding affinity (normalized) is 0.754.